This data is from Catalyst prediction with 721,799 reactions and 888 catalyst types from USPTO. The task is: Predict which catalyst facilitates the given reaction. (1) Reactant: [F:1][C:2]([F:18])([F:17])[C:3]([C:9]1[CH:14]=[CH:13][C:12]([NH:15][CH3:16])=[CH:11][CH:10]=1)([OH:8])[C:4]([F:7])([F:6])[F:5].[C:19]([O:23][CH2:24][CH3:25])(=[O:22])[CH:20]=[CH2:21].C(O)(=O)C. Product: [OH2:8].[C:3]([OH:8])([C:4]([F:7])([F:6])[F:5])=[O:22].[CH3:16][N:15]([C:12]1[CH:13]=[CH:14][C:9]([C:3]([OH:8])([C:4]([F:6])([F:5])[F:7])[C:2]([F:17])([F:18])[F:1])=[CH:10][CH:11]=1)[CH2:21][CH2:20][C:19]([O:23][CH2:24][CH3:25])=[O:22]. The catalyst class is: 13. (2) Reactant: Cl[C:2]1[CH:3]=[CH:4][C:5]2[N:6]([C:8]([C:11]([F:14])([F:13])[F:12])=[N:9][N:10]=2)[N:7]=1.[CH3:15][C@@H:16]1[CH2:21][NH:20][C@@H:19]([CH3:22])[CH2:18][N:17]1[C:23]([O:25][C:26]([CH3:29])([CH3:28])[CH3:27])=[O:24].CCN(C(C)C)C(C)C. Product: [CH3:15][C@@H:16]1[CH2:21][N:20]([C:2]2[CH:3]=[CH:4][C:5]3[N:6]([C:8]([C:11]([F:14])([F:13])[F:12])=[N:9][N:10]=3)[N:7]=2)[C@@H:19]([CH3:22])[CH2:18][N:17]1[C:23]([O:25][C:26]([CH3:28])([CH3:27])[CH3:29])=[O:24]. The catalyst class is: 3. (3) Reactant: Cl[C:2]1[C:3]2[C:4](=[CH:16][N:17](CC3C=CC(OC)=CC=3)[N:18]=2)[N:5]=[C:6]([C:8]2[CH:13]=[CH:12][C:11]([O:14][CH3:15])=[CH:10][CH:9]=2)[N:7]=1.[NH2:28][C:29]1[CH:39]=[CH:38][C:32]2[O:33][CH2:34][C:35](=[O:37])[NH:36][C:31]=2[CH:30]=1.Cl. Product: [CH3:15][O:14][C:11]1[CH:10]=[CH:9][C:8]([C:6]2[N:7]=[C:2]([NH:28][C:29]3[CH:39]=[CH:38][C:32]4[O:33][CH2:34][C:35](=[O:37])[NH:36][C:31]=4[CH:30]=3)[C:3]3[NH:18][N:17]=[CH:16][C:4]=3[N:5]=2)=[CH:13][CH:12]=1. The catalyst class is: 71. (4) Reactant: [NH2:1][C:2]1[C:11]2=[CH:12][N:13]([CH:15]3[C:19]([OH:21])([CH3:20])[CH:18]([OH:22])[CH:17]([CH2:23][OH:24])[O:16]3)[N:14]=[C:9]3[C:10]2=[C:4]([C:5](=[O:25])[NH:6][N:7]=[CH:8]3)[CH:3]=1.N1C=CN=C1.[CH3:31][C:32]([Si:35](OS(C(F)(F)F)(=O)=O)(OS(C(F)(F)F)(=O)=O)[C:36]([CH3:39])([CH3:38])[CH3:37])([CH3:34])[CH3:33]. Product: [NH2:1][C:2]1[C:11]2=[CH:12][N:13]([CH:15]3[O:16][CH:17]4[CH:18]([O:22][Si:35]([C:36]([CH3:39])([CH3:38])[CH3:37])([C:32]([CH3:34])([CH3:33])[CH3:31])[O:24][CH2:23]4)[C:19]3([OH:21])[CH3:20])[N:14]=[C:9]3[C:10]2=[C:4]([C:5](=[O:25])[NH:6][N:7]=[CH:8]3)[CH:3]=1. The catalyst class is: 3. (5) Reactant: [Cl:1][C:2]1[CH:7]=[CH:6][C:5]([CH:8]([C:20]2[CH:25]=[CH:24][C:23]([C:26]3[N:34]=[CH:33][N:32]=[C:31]4[C:27]=3[N:28]=[CH:29][N:30]4[CH:35]3[CH2:40][CH2:39][CH2:38][CH2:37][O:36]3)=[CH:22][CH:21]=2)[N:9]2C(=O)C3C(=CC=CC=3)C2=O)=[CH:4][CH:3]=1.O.NN. Product: [Cl:1][C:2]1[CH:7]=[CH:6][C:5]([CH:8]([NH2:9])[C:20]2[CH:21]=[CH:22][C:23]([C:26]3[N:34]=[CH:33][N:32]=[C:31]4[C:27]=3[N:28]=[CH:29][N:30]4[CH:35]3[CH2:40][CH2:39][CH2:38][CH2:37][O:36]3)=[CH:24][CH:25]=2)=[CH:4][CH:3]=1. The catalyst class is: 357. (6) Reactant: [C:1](Cl)(=[O:8])[C:2]1[CH:7]=[CH:6][CH:5]=[CH:4][CH:3]=1.O[NH:11][C:12]([N:14]1[CH2:19][CH2:18][CH:17]([C:20]2[CH:25]=[CH:24][C:23]([C@@H:26]([NH:28][C:29](=[O:31])[CH3:30])[CH3:27])=[CH:22][CH:21]=2)[CH2:16][CH2:15]1)=[NH:13].C(N(CC)CC)C. Product: [C:2]1([C:1]2[O:8][N:13]=[C:12]([N:14]3[CH2:19][CH2:18][CH:17]([C:20]4[CH:21]=[CH:22][C:23]([C@@H:26]([NH:28][C:29](=[O:31])[CH3:30])[CH3:27])=[CH:24][CH:25]=4)[CH2:16][CH2:15]3)[N:11]=2)[CH:7]=[CH:6][CH:5]=[CH:4][CH:3]=1. The catalyst class is: 1. (7) Reactant: [Br:1][C:2]1[CH:16]=[CH:15][C:5]([C:6]([N:8]([CH:12]([CH3:14])[CH3:13])[CH:9]([CH3:11])[CH3:10])=[O:7])=[CH:4][CH:3]=1.[B:17](OC(C)C)([O:22]C(C)C)[O:18]C(C)C.[Li+].CC([N-]C(C)C)C. Product: [Br:1][C:2]1[CH:3]=[CH:4][C:5]([C:6]([N:8]([CH:12]([CH3:14])[CH3:13])[CH:9]([CH3:10])[CH3:11])=[O:7])=[C:15]([B:17]([OH:22])[OH:18])[CH:16]=1. The catalyst class is: 1. (8) Reactant: [CH3:1][C:2]1[C:10]([CH3:11])=[CH:9][C:5]2[N:6]=[CH:7][NH:8][C:4]=2[CH:3]=1.C(=O)([O-])[O-].[K+].[K+].Br[CH2:19][CH2:20][CH2:21][CH2:22][CH2:23][B:24]([OH:26])[OH:25]. Product: [CH3:1][C:2]1[C:10]([CH3:11])=[CH:9][C:5]2[N:6]([CH2:19][CH2:20][CH2:21][CH2:22][CH2:23][B:24]([OH:26])[OH:25])[CH:7]=[N:8][C:4]=2[CH:3]=1. The catalyst class is: 3. (9) Reactant: [NH:1]1[C:9]2[C:4](=[CH:5][CH:6]=[CH:7][CH:8]=2)[C:3]([C:10]([OH:12])=O)=[N:2]1.[CH3:13][O:14][C:15]1[CH:16]=[C:17]([C:23]2([CH2:28][NH2:29])[CH2:27][CH2:26][CH2:25][CH2:24]2)[CH:18]=[CH:19][C:20]=1[O:21][CH3:22].C(N(CC)CC)C.F[P-](F)(F)(F)(F)F.N1(OC(N(C)C)=[N+](C)C)C2N=CC=CC=2N=N1. Product: [CH3:13][O:14][C:15]1[CH:16]=[C:17]([C:23]2([CH2:28][NH:29][C:10]([C:3]3[C:4]4[C:9](=[CH:8][CH:7]=[CH:6][CH:5]=4)[NH:1][N:2]=3)=[O:12])[CH2:24][CH2:25][CH2:26][CH2:27]2)[CH:18]=[CH:19][C:20]=1[O:21][CH3:22]. The catalyst class is: 10. (10) Reactant: [F:1][CH:2]([F:39])[C:3]1[CH:7]=[C:6]([CH:8]([F:10])[F:9])[N:5]([CH2:11][C:12]([N:14]2[CH2:19][CH2:18][CH:17]([C:20]3[S:21][CH:22]=[C:23]([C:25]4[CH2:29][CH:28]([C:30]5[C:35]([F:36])=[CH:34][CH:33]=[C:32]([OH:37])[C:31]=5[F:38])[O:27][N:26]=4)[N:24]=3)[CH2:16][CH2:15]2)=[O:13])[N:4]=1.C(=O)([O-])[O-].[K+].[K+].[CH2:46](Br)[CH:47]=[CH2:48].O. Product: [CH2:48]([O:37][C:32]1[C:31]([F:38])=[C:30]([CH:28]2[O:27][N:26]=[C:25]([C:23]3[N:24]=[C:20]([CH:17]4[CH2:16][CH2:15][N:14]([C:12](=[O:13])[CH2:11][N:5]5[C:6]([CH:8]([F:9])[F:10])=[CH:7][C:3]([CH:2]([F:1])[F:39])=[N:4]5)[CH2:19][CH2:18]4)[S:21][CH:22]=3)[CH2:29]2)[C:35]([F:36])=[CH:34][CH:33]=1)[CH:47]=[CH2:46]. The catalyst class is: 21.